Dataset: Full USPTO retrosynthesis dataset with 1.9M reactions from patents (1976-2016). Task: Predict the reactants needed to synthesize the given product. (1) Given the product [Br:1][C:2]1[CH:3]=[C:4]([CH:8]=[CH:9][CH:10]=1)[C:5]([NH:36][C:37]1[CH:42]=[CH:41][CH:40]=[CH:39][C:38]=1[CH2:43][C:44]([O:46][CH3:47])=[O:45])=[O:7], predict the reactants needed to synthesize it. The reactants are: [Br:1][C:2]1[CH:3]=[C:4]([CH:8]=[CH:9][CH:10]=1)[C:5]([OH:7])=O.CN(C(ON1N=NC2C=CC=NC1=2)=[N+](C)C)C.F[P-](F)(F)(F)(F)F.Cl.[NH2:36][C:37]1[CH:42]=[CH:41][CH:40]=[CH:39][C:38]=1[CH2:43][C:44]([O:46][CH3:47])=[O:45]. (2) Given the product [NH2:34][C:32]1[N:31]=[CH:30][N:29]=[C:28]2[N:27]([CH:10]([C:8]3[C:7]([O:13][CH3:14])=[C:6]([C:15]4[CH:20]=[CH:19][N:18]=[C:17]([C:21]#[N:22])[CH:16]=4)[C:5]([CH3:23])=[C:4]([Cl:3])[CH:9]=3)[CH3:11])[N:26]=[C:25]([CH3:24])[C:33]=12, predict the reactants needed to synthesize it. The reactants are: [H-].[Na+].[Cl:3][C:4]1[C:5]([CH3:23])=[C:6]([C:15]2[CH:20]=[CH:19][N:18]=[C:17]([C:21]#[N:22])[CH:16]=2)[C:7]([O:13][CH3:14])=[C:8]([CH:10](Cl)[CH3:11])[CH:9]=1.[CH3:24][C:25]1[C:33]2[C:28](=[N:29][CH:30]=[N:31][C:32]=2[NH2:34])[NH:27][N:26]=1.O. (3) Given the product [NH2:1][C:2]1[N:7]=[C:6]([N:8]2[CH2:17][CH2:16][C:15]3[C:10](=[CH:11][C:12]([N:18]4[CH2:23][CH2:22][N:21]([C:24]([NH:41][C:44]5[CH:45]=[CH:12][C:11]([Cl:38])=[CH:10][CH:9]=5)=[O:25])[CH2:20][CH2:19]4)=[CH:13][CH:14]=3)[CH2:9]2)[CH:5]=[C:4]([N:31]2[CH2:36][CH2:35][N:34]([CH3:37])[CH2:33][CH2:32]2)[N:3]=1, predict the reactants needed to synthesize it. The reactants are: [NH2:1][C:2]1[N:7]=[C:6]([N:8]2[CH2:17][CH2:16][C:15]3[C:10](=[CH:11][C:12]([N:18]4[CH2:23][CH2:22][N:21]([C:24](OC(C)(C)C)=[O:25])[CH2:20][CH2:19]4)=[CH:13][CH:14]=3)[CH2:9]2)[CH:5]=[C:4]([N:31]2[CH2:36][CH2:35][N:34]([CH3:37])[CH2:33][CH2:32]2)[N:3]=1.[ClH:38].C([N:41]([CH2:44][CH3:45])CC)C. (4) Given the product [CH:1]([C:4]1[CH:5]=[CH:6][C:7]([C:10]2[N:14]([CH2:15][CH2:16][O:17][CH3:18])[C:13]3[C:19]([O:25][CH3:26])=[CH:20][C:21]([CH2:23][N:24]4[CH2:33][CH2:32][CH2:31][C:30]4=[O:29])=[CH:22][C:12]=3[N:11]=2)=[CH:8][CH:9]=1)([CH3:3])[CH3:2], predict the reactants needed to synthesize it. The reactants are: [CH:1]([C:4]1[CH:9]=[CH:8][C:7]([C:10]2[N:14]([CH2:15][CH2:16][O:17][CH3:18])[C:13]3[C:19]([O:25][CH3:26])=[CH:20][C:21]([CH2:23][NH2:24])=[CH:22][C:12]=3[N:11]=2)=[CH:6][CH:5]=1)([CH3:3])[CH3:2].C([O:29][C:30](=O)[CH2:31][CH2:32][CH2:33]Br)C.C(N(CC)CC)C.